From a dataset of Full USPTO retrosynthesis dataset with 1.9M reactions from patents (1976-2016). Predict the reactants needed to synthesize the given product. (1) Given the product [CH3:1][O:2][C:3]1[CH:12]=[C:11]2[C:6]([C:7]([NH:13][C:27](=[O:28])[CH2:26][N:16]3[CH:17]=[C:18]([C:21]4[S:22][CH:23]=[CH:24][CH:25]=4)[CH:19]=[CH:20][C:15]3=[O:14])=[CH:8][CH:9]=[N:10]2)=[CH:5][CH:4]=1, predict the reactants needed to synthesize it. The reactants are: [CH3:1][O:2][C:3]1[CH:12]=[C:11]2[C:6]([C:7]([NH2:13])=[CH:8][CH:9]=[N:10]2)=[CH:5][CH:4]=1.[O:14]=[C:15]1[CH:20]=[CH:19][C:18]([C:21]2[S:22][CH:23]=[CH:24][CH:25]=2)=[CH:17][N:16]1[CH2:26][C:27](O)=[O:28].C(N(CC)CC)C.CN(C(ON1N=NC2C=CC=NC1=2)=[N+](C)C)C.F[P-](F)(F)(F)(F)F.C([O-])(O)=O.[Na+]. (2) Given the product [Br:1][C:2]1[C:7]([O:8][CH3:9])=[CH:6][CH:5]=[C:4]([CH2:10][O:11][Si:17]([C:30]([CH3:33])([CH3:32])[CH3:31])([C:24]2[CH:25]=[CH:26][CH:27]=[CH:28][CH:29]=2)[C:18]2[CH:23]=[CH:22][CH:21]=[CH:20][CH:19]=2)[N:3]=1, predict the reactants needed to synthesize it. The reactants are: [Br:1][C:2]1[C:7]([O:8][CH3:9])=[CH:6][CH:5]=[C:4]([CH2:10][OH:11])[N:3]=1.N1C=CN=C1.[Si:17](Cl)([C:30]([CH3:33])([CH3:32])[CH3:31])([C:24]1[CH:29]=[CH:28][CH:27]=[CH:26][CH:25]=1)[C:18]1[CH:23]=[CH:22][CH:21]=[CH:20][CH:19]=1.COC(C)(C)C. (3) Given the product [CH3:1][O:2][C:3](=[O:21])[C@@H:4]([NH:10][C:11]([O:13][CH2:14][C:15]1[CH:20]=[CH:19][CH:18]=[CH:17][CH:16]=1)=[O:12])[CH2:5][Si:6]([CH3:9])([CH3:7])[CH3:8], predict the reactants needed to synthesize it. The reactants are: [CH3:1][O:2][C:3](=[O:21])/[C:4](/[NH:10][C:11]([O:13][CH2:14][C:15]1[CH:20]=[CH:19][CH:18]=[CH:17][CH:16]=1)=[O:12])=[CH:5]/[Si:6]([CH3:9])([CH3:8])[CH3:7]. (4) Given the product [OH:16][CH2:15][C@H:13]1[NH:12][CH2:11][C@H:10]([O:27][CH2:28][C:39]2[CH:40]=[CH:41][C:42]3[O:47][CH2:46][C:45](=[O:48])[N:44]([CH2:49][CH2:50][CH2:51][O:52][CH3:53])[C:43]=3[CH:54]=2)[C@@H:9]([C:6]2[CH:5]=[CH:4][C:3]([O:2][CH3:1])=[CH:8][CH:7]=2)[CH2:14]1, predict the reactants needed to synthesize it. The reactants are: [CH3:1][O:2][C:3]1[CH:8]=[CH:7][C:6]([C@H:9]2[CH2:14][C@@H:13]([CH2:15][O:16][Si](C(C)C)(C(C)C)C(C)C)[NH:12][CH2:11][C@@H:10]2[O:27][CH:28]([C:39]2[CH:40]=[CH:41][C:42]3[O:47][CH2:46][C:45](=[O:48])[N:44]([CH2:49][CH2:50][CH2:51][O:52][CH3:53])[C:43]=3[CH:54]=2)S(C2C=CC(C)=CC=2)(=O)=O)=[CH:5][CH:4]=1.[F-].C([N+](CCCC)(CCCC)CCCC)CCC. (5) Given the product [F:46][C:47]1[CH:48]=[C:49]([CH:61]=[C:62]([F:64])[CH:63]=1)[CH2:50][C:51]1[CH:52]=[C:53]2[C:57](=[CH:58][CH:59]=1)[NH:56][N:55]=[C:54]2[NH:60][C:13](=[O:14])[C:12]1[CH:16]=[CH:17][C:9]([N:6]2[CH2:7][CH2:8][N:3]([CH3:2])[CH2:4][CH2:5]2)=[CH:10][C:11]=1[NH:18][C@H:25]1[CH2:30][CH2:29][C@@H:28]([OH:31])[CH2:27][CH2:26]1, predict the reactants needed to synthesize it. The reactants are: Cl.[CH3:2][N:3]1[CH2:8][CH2:7][N:6]([C:9]2[CH:17]=[CH:16][C:12]([C:13](O)=[O:14])=[C:11]([N:18]([C@H:25]3[CH2:30][CH2:29][C@@H:28]([O:31]C(C4C=CC=CC=4)=O)[CH2:27][CH2:26]3)C(=O)C(F)(F)F)[CH:10]=2)[CH2:5][CH2:4]1.C(Cl)(=O)C(Cl)=O.[F:46][C:47]1[CH:48]=[C:49]([CH:61]=[C:62]([F:64])[CH:63]=1)[CH2:50][C:51]1[CH:52]=[C:53]2[C:57](=[CH:58][CH:59]=1)[NH:56][N:55]=[C:54]2[NH2:60].O[Li].O.